Dataset: Forward reaction prediction with 1.9M reactions from USPTO patents (1976-2016). Task: Predict the product of the given reaction. (1) The product is: [CH2:13]([N:7]1[C:8]2[C:4](=[CH:3][C:2]([Br:1])=[CH:10][CH:9]=2)[CH:5]=[N:6]1)[CH:12]=[CH2:11]. Given the reactants [Br:1][C:2]1[CH:3]=[C:4]2[C:8](=[CH:9][CH:10]=1)[NH:7][N:6]=[CH:5]2.[CH2:11](Br)[CH:12]=[CH2:13].C(=O)([O-])[O-].[K+].[K+], predict the reaction product. (2) Given the reactants [OH:1][C:2]1[CH:3]=[C:4]([N:8]2[C:17](=[O:18])[C:16]3[C:11](=[CH:12][CH:13]=[CH:14][C:15]=3[CH3:19])[N:10]=[C:9]2[CH:20]([NH:22][C:23]2[N:31]=[CH:30][N:29]=[C:28]3[C:24]=2[N:25]=[CH:26][N:27]3[CH2:32][O:33][CH2:34][CH2:35][Si:36]([CH3:39])([CH3:38])[CH3:37])[CH3:21])[CH:5]=[CH:6][CH:7]=1.C(N(CC)CC)C.C1C=CC(N([S:54]([C:57]([F:60])([F:59])[F:58])(=[O:56])=[O:55])[S:54]([C:57]([F:60])([F:59])[F:58])(=[O:56])=[O:55])=CC=1, predict the reaction product. The product is: [CH3:19][C:15]1[CH:14]=[CH:13][CH:12]=[C:11]2[C:16]=1[C:17](=[O:18])[N:8]([C:4]1[CH:3]=[C:2]([O:1][S:54]([C:57]([F:60])([F:59])[F:58])(=[O:56])=[O:55])[CH:7]=[CH:6][CH:5]=1)[C:9]([CH:20]([NH:22][C:23]1[N:31]=[CH:30][N:29]=[C:28]3[C:24]=1[N:25]=[CH:26][N:27]3[CH2:32][O:33][CH2:34][CH2:35][Si:36]([CH3:37])([CH3:39])[CH3:38])[CH3:21])=[N:10]2. (3) The product is: [N:1]1([CH2:9][C:10]([NH2:12])=[O:11])[CH2:5][CH2:4][CH2:3][CH2:2]1. Given the reactants [NH:1]1[CH2:5][CH2:4][CH2:3][CH2:2]1.[H-].[Na+].Br[CH2:9][C:10]([NH2:12])=[O:11], predict the reaction product. (4) Given the reactants ClCCl.C[C:5]1([CH3:13])[O:10][C:9](=[O:11])[CH2:8][C:7](=[O:12])O1.CN(C1C=CC=CN=1)C.[CH3:23][C:24]1[CH:25]=[C:26]([CH:30]=[CH:31][C:32]=1[N+:33]([O-:35])=[O:34])C(Cl)=O, predict the reaction product. The product is: [CH3:23][C:24]1[CH:25]=[C:26]([C:7](=[O:12])[CH2:8][C:9]([O:10][CH2:5][CH3:13])=[O:11])[CH:30]=[CH:31][C:32]=1[N+:33]([O-:35])=[O:34].